Task: Predict which catalyst facilitates the given reaction.. Dataset: Catalyst prediction with 721,799 reactions and 888 catalyst types from USPTO Reactant: [F:1][C:2]([F:33])([F:32])[O:3][C:4]1[CH:9]=[CH:8][C:7]([N:10]2[CH:14]=[N:13][C:12]([C:15]3[CH:16]=[C:17]4[C:21](=[CH:22][CH:23]=3)[CH2:20][CH:19]([NH:24]C(=O)OC(C)(C)C)[CH2:18]4)=[N:11]2)=[CH:6][CH:5]=1.O1CCOCC1.[ClH:40]. Product: [ClH:40].[ClH:40].[F:33][C:2]([F:1])([F:32])[O:3][C:4]1[CH:9]=[CH:8][C:7]([N:10]2[CH:14]=[N:13][C:12]([C:15]3[CH:16]=[C:17]4[C:21](=[CH:22][CH:23]=3)[CH2:20][CH:19]([NH2:24])[CH2:18]4)=[N:11]2)=[CH:6][CH:5]=1. The catalyst class is: 27.